This data is from Reaction yield outcomes from USPTO patents with 853,638 reactions. The task is: Predict the reaction yield, written as a fraction of the theoretical maximum amount of product (1.0 means a 100% yield; for example, 0.34 means a 34% yield). The reactants are [Cl:1][C:2]1[CH:3]=[C:4]([C@@:9]2([C:14]#N)[CH2:11][CH:10]2[CH2:12][OH:13])[CH:5]=[CH:6][C:7]=1[Cl:8].C([OH:18])C.[OH-].[Na+].Cl. The catalyst is ClCCl. The product is [Cl:1][C:2]1[CH:3]=[C:4]([C@@:9]23[CH2:11][C@@H:10]2[CH2:12][O:13][C:14]3=[O:18])[CH:5]=[CH:6][C:7]=1[Cl:8]. The yield is 0.550.